Dataset: HIV replication inhibition screening data with 41,000+ compounds from the AIDS Antiviral Screen. Task: Binary Classification. Given a drug SMILES string, predict its activity (active/inactive) in a high-throughput screening assay against a specified biological target. (1) The result is 0 (inactive). The compound is O=C1CSC(C=Cc2ccccc2)N1c1ccc(-n2c(-c3ccccc3)nc3ccccc3c2=O)cc1. (2) The drug is CC(C)C12NC(=O)NC(=O)N1CCS2. The result is 0 (inactive). (3) The molecule is Nc1nc(Cl)cc(NCC2(CO)CC=CC2)n1. The result is 0 (inactive). (4) The compound is CC(=CC(=O)O)C1=C(C)CC2OCC(=O)C(C)C2C1. The result is 0 (inactive). (5) The molecule is O=S(=O)(O)c1ccc(-c2nnc(-c3ccccn3)nc2-c2ccc(S(=O)(=O)O)o2)o1.[NaH]. The result is 0 (inactive). (6) The drug is ClCc1ccccc1NC1=Nc2ccccc2CO1.O=C(Nc1ccccc1CCl)Nc1ccccc1CCl. The result is 0 (inactive). (7) The compound is CC(=O)OC1=C(CC2CCCC2=O)C(=O)CC1. The result is 0 (inactive).